From a dataset of NCI-60 drug combinations with 297,098 pairs across 59 cell lines. Regression. Given two drug SMILES strings and cell line genomic features, predict the synergy score measuring deviation from expected non-interaction effect. (1) Drug 1: CN(C(=O)NC(C=O)C(C(C(CO)O)O)O)N=O. Drug 2: N.N.Cl[Pt+2]Cl. Cell line: NCI/ADR-RES. Synergy scores: CSS=24.7, Synergy_ZIP=-1.89, Synergy_Bliss=2.02, Synergy_Loewe=-24.9, Synergy_HSA=0.427. (2) Drug 1: CCC1=CC2CC(C3=C(CN(C2)C1)C4=CC=CC=C4N3)(C5=C(C=C6C(=C5)C78CCN9C7C(C=CC9)(C(C(C8N6C)(C(=O)OC)O)OC(=O)C)CC)OC)C(=O)OC.C(C(C(=O)O)O)(C(=O)O)O. Drug 2: C1=CC=C(C=C1)NC(=O)CCCCCCC(=O)NO. Cell line: NCI-H226. Synergy scores: CSS=37.4, Synergy_ZIP=1.85, Synergy_Bliss=4.79, Synergy_Loewe=-1.74, Synergy_HSA=4.62. (3) Drug 1: CN(C)C1=NC(=NC(=N1)N(C)C)N(C)C. Drug 2: CCCCCOC(=O)NC1=NC(=O)N(C=C1F)C2C(C(C(O2)C)O)O. Cell line: T-47D. Synergy scores: CSS=-3.57, Synergy_ZIP=1.70, Synergy_Bliss=2.11, Synergy_Loewe=-2.55, Synergy_HSA=-2.05. (4) Drug 1: COC1=CC(=CC(=C1O)OC)C2C3C(COC3=O)C(C4=CC5=C(C=C24)OCO5)OC6C(C(C7C(O6)COC(O7)C8=CC=CS8)O)O. Drug 2: C#CCC(CC1=CN=C2C(=N1)C(=NC(=N2)N)N)C3=CC=C(C=C3)C(=O)NC(CCC(=O)O)C(=O)O. Cell line: M14. Synergy scores: CSS=34.3, Synergy_ZIP=-3.46, Synergy_Bliss=-1.71, Synergy_Loewe=-4.59, Synergy_HSA=-0.896. (5) Drug 1: COC1=C(C=C2C(=C1)N=CN=C2NC3=CC(=C(C=C3)F)Cl)OCCCN4CCOCC4. Drug 2: C1=CC(=CC=C1CC(C(=O)O)N)N(CCCl)CCCl.Cl. Cell line: MDA-MB-435. Synergy scores: CSS=7.49, Synergy_ZIP=0.185, Synergy_Bliss=3.92, Synergy_Loewe=-5.25, Synergy_HSA=-1.46. (6) Drug 1: CN1C2=C(C=C(C=C2)N(CCCl)CCCl)N=C1CCCC(=O)O.Cl. Drug 2: CN(CCCl)CCCl.Cl. Cell line: RXF 393. Synergy scores: CSS=4.43, Synergy_ZIP=-2.11, Synergy_Bliss=-3.69, Synergy_Loewe=-11.3, Synergy_HSA=-3.63.